From a dataset of Reaction yield outcomes from USPTO patents with 853,638 reactions. Predict the reaction yield, written as a fraction of the theoretical maximum amount of product (1.0 means a 100% yield; for example, 0.34 means a 34% yield). The reactants are [Cl:1][C:2]1[CH:23]=[CH:22][C:5]([C:6]([NH:8][C:9](=S)[NH:10][C:11]2[C:19]3[C:14](=[CH:15][C:16]([F:20])=[CH:17][CH:18]=3)[NH:13][N:12]=2)=[O:7])=[CH:4][CH:3]=1.C(Cl)CCl.[NH2:28][CH2:29][C:30]([CH3:33])([OH:32])[CH3:31]. The catalyst is C1COCC1. The product is [Cl:1][C:2]1[CH:23]=[CH:22][C:5]([C:6]([N:8]=[C:9]([NH:10][C:11]2[C:19]3[C:14](=[CH:15][C:16]([F:20])=[CH:17][CH:18]=3)[NH:13][N:12]=2)[NH:28][CH2:29][C:30]([OH:32])([CH3:33])[CH3:31])=[O:7])=[CH:4][CH:3]=1. The yield is 0.270.